From a dataset of Catalyst prediction with 721,799 reactions and 888 catalyst types from USPTO. Predict which catalyst facilitates the given reaction. (1) Reactant: [F:1][C:2]1[CH:7]=[C:6]([S:8][C:9]([F:12])([F:11])[F:10])[CH:5]=[CH:4][C:3]=1[N:13]([CH3:24])[C:14]([NH:16][CH2:17][C:18]1[CH:19]=[N:20][CH:21]=[CH:22][CH:23]=1)=[O:15].C(N(C(C)C)CC)(C)C.[F:34][C:35]1[CH:43]=[CH:42][CH:41]=[C:40]([F:44])[C:36]=1[C:37](Cl)=[O:38].C(OC)(C)(C)C. The catalyst class is: 11. Product: [F:34][C:35]1[CH:43]=[CH:42][CH:41]=[C:40]([F:44])[C:36]=1[C:37]([N:16]([CH2:17][C:18]1[CH:19]=[N:20][CH:21]=[CH:22][CH:23]=1)[C:14]([N:13]([C:3]1[CH:4]=[CH:5][C:6]([S:8][C:9]([F:12])([F:11])[F:10])=[CH:7][C:2]=1[F:1])[CH3:24])=[O:15])=[O:38]. (2) Reactant: F[C:2](F)(F)[C:3]1[CH:8]=[CH:7][N:6]=[C:5]([N:9]2[C@@H:16]3[C@@H:11]([CH2:12][CH2:13]N[CH2:15]3)C2)N=1.[Cl:19][C:20]1N=C(C(F)(F)F)C=CN=1.C([O-])([O-])=[O:31].[K+].[K+].CCN(C(C)C)C(C)C.[C:45](#[N:47])[CH3:46]. Product: [C@@H:46]12[N:6]([C:5]3[O:31][C:11]4[CH:12]=[CH:13][C:20]([Cl:19])=[CH:15][C:16]=4[N:9]=3)[CH2:7][C@@H:8]1[CH2:3][CH2:2][NH:47][CH2:45]2. The catalyst class is: 3. (3) Reactant: [F:1][C:2]1([F:12])[O:6][C:5]2[CH:7]=[CH:8][C:9]([NH2:11])=[CH:10][C:4]=2[O:3]1.C([O-])([O-])=O.[K+].[K+].[CH2:19](I)[CH3:20]. Product: [CH2:19]([NH:11][C:9]1[CH:8]=[CH:7][C:5]2[O:6][C:2]([F:1])([F:12])[O:3][C:4]=2[CH:10]=1)[CH3:20]. The catalyst class is: 18. (4) Reactant: Cl[C:2]1[S:6][N:5]=[C:4]([S:7][CH3:8])[N:3]=1.[S:9]1[CH:13]=[CH:12][CH:11]=[C:10]1[CH2:14][OH:15].[H-].[Na+].[Cl-].[Na+]. Product: [S:9]1[CH:13]=[CH:12][CH:11]=[C:10]1[CH2:14][O:15][C:2]1[S:6][N:5]=[C:4]([S:7][CH3:8])[N:3]=1. The catalyst class is: 9. (5) Reactant: [CH2:1]([O:8][N:9]1[C:15](=[O:16])[N:14]2[CH2:17][C@H:10]1[CH2:11][CH2:12][C@H:13]2[C:18]([OH:20])=O)[C:2]1[CH:7]=[CH:6][CH:5]=[CH:4][CH:3]=1.[NH2:21][O:22][C@H:23]1[CH2:28][CH2:27][CH2:26][N:25]([C:29]([O:31][C:32]([CH3:35])([CH3:34])[CH3:33])=[O:30])[CH2:24]1.ON1C2C=CC=CC=2N=N1.Cl.C(N=C=NCCCN(C)C)C. Product: [CH2:1]([O:8][N:9]1[C:15](=[O:16])[N:14]2[CH2:17][C@H:10]1[CH2:11][CH2:12][C@H:13]2[C:18]([NH:21][O:22][C@H:23]1[CH2:28][CH2:27][CH2:26][N:25]([C:29]([O:31][C:32]([CH3:35])([CH3:34])[CH3:33])=[O:30])[CH2:24]1)=[O:20])[C:2]1[CH:3]=[CH:4][CH:5]=[CH:6][CH:7]=1. The catalyst class is: 2.